This data is from Full USPTO retrosynthesis dataset with 1.9M reactions from patents (1976-2016). The task is: Predict the reactants needed to synthesize the given product. (1) Given the product [NH2:63][C:59]([CH:56]1[CH2:58][CH2:57]1)([CH3:62])[CH2:60][NH:61][C:17]([C:13]1[N:8]2[CH:9]=[C:10]([CH3:12])[CH:11]=[C:6]([O:5][CH2:4][C:3]3[C:2]([F:1])=[CH:23][CH:22]=[CH:21][C:20]=3[F:24])[C:7]2=[N:15][C:14]=1[CH3:16])=[O:19], predict the reactants needed to synthesize it. The reactants are: [F:1][C:2]1[CH:23]=[CH:22][CH:21]=[C:20]([F:24])[C:3]=1[CH2:4][O:5][C:6]1[C:7]2[N:8]([C:13]([C:17]([OH:19])=O)=[C:14]([CH3:16])[N:15]=2)[CH:9]=[C:10]([CH3:12])[CH:11]=1.CN(C(ON1N=NC2C=CC=CC1=2)=[N+](C)C)C.[B-](F)(F)(F)F.CN1CCOCC1.Cl.Cl.[CH:56]1([C:59]([NH2:63])([CH3:62])[CH2:60][NH2:61])[CH2:58][CH2:57]1. (2) The reactants are: Cl[C:2]1[N:7]=[C:6]([NH:8][C:9]2[CH:19]=[CH:18][CH:17]=[CH:16][C:10]=2[C:11]([N:13]([CH3:15])[CH3:14])=[O:12])[C:5]([Cl:20])=[CH:4][N:3]=1.[CH3:21][N:22]1[CH2:27][CH2:26][N:25]([CH2:28][C:29]2[CH:35]=[CH:34][C:32]([NH2:33])=[CH:31][CH:30]=2)[CH2:24][CH2:23]1. Given the product [Cl:20][C:5]1[C:6]([NH:8][C:9]2[CH:19]=[CH:18][CH:17]=[CH:16][C:10]=2[C:11]([N:13]([CH3:15])[CH3:14])=[O:12])=[N:7][C:2]([NH:33][C:32]2[CH:31]=[CH:30][C:29]([CH2:28][N:25]3[CH2:24][CH2:23][N:22]([CH3:21])[CH2:27][CH2:26]3)=[CH:35][CH:34]=2)=[N:3][CH:4]=1, predict the reactants needed to synthesize it. (3) Given the product [CH3:19][S:18][CH2:17][C:15]1[CH:14]=[CH:13][CH:12]=[C:11]2[C:16]=1[NH:8][CH:9]=[CH:10]2, predict the reactants needed to synthesize it. The reactants are: C(OC([N:8]1[C:16]2[C:11](=[CH:12][CH:13]=[CH:14][C:15]=2[CH2:17][S:18][CH3:19])[CH:10]=[CH:9]1)=O)(C)(C)C.C[O-].[Na+].